This data is from Catalyst prediction with 721,799 reactions and 888 catalyst types from USPTO. The task is: Predict which catalyst facilitates the given reaction. (1) Product: [N:16]([CH:19]1[CH2:25][CH2:24][CH2:23][N:22]([C:26]([O:28][CH2:29][C:30]2[CH:35]=[CH:34][CH:33]=[CH:32][CH:31]=2)=[O:27])[CH2:21][CH:20]1[O:8][Si:1]([C:4]([CH3:7])([CH3:6])[CH3:5])([CH3:3])[CH3:2])=[N+:17]=[N-:18]. The catalyst class is: 2. Reactant: [Si:1]([O:8]S(C(F)(F)F)(=O)=O)([C:4]([CH3:7])([CH3:6])[CH3:5])([CH3:3])[CH3:2].[N:16]([CH:19]1[CH2:25][CH2:24][CH2:23][N:22]([C:26]([O:28][CH2:29][C:30]2[CH:35]=[CH:34][CH:33]=[CH:32][CH:31]=2)=[O:27])[CH2:21][CH:20]1O)=[N+:17]=[N-:18]. (2) Reactant: [Cl:1][C:2]1[CH:3]=[C:4]([CH:9]([N:22]2C(=O)C3C(=CC=CC=3)C2=O)[C@H:10]2[CH2:14][CH2:13][N:12]([C:15]([O:17][C:18]([CH3:21])([CH3:20])[CH3:19])=[O:16])[CH2:11]2)[CH:5]=[CH:6][C:7]=1[F:8].C1COCC1.O.NN. Product: [NH2:22][CH:9]([C:4]1[CH:5]=[CH:6][C:7]([F:8])=[C:2]([Cl:1])[CH:3]=1)[C@H:10]1[CH2:14][CH2:13][N:12]([C:15]([O:17][C:18]([CH3:21])([CH3:20])[CH3:19])=[O:16])[CH2:11]1. The catalyst class is: 5. (3) Reactant: CO[C:3](=[O:18])[C:4]([C:9]1[S:10][C:11]([C:14]([F:17])([F:16])[F:15])=[N:12][N:13]=1)=[CH:5][N:6](C)C.[NH:19]([C:21]1[N:26]=[CH:25][N:24]=[C:23]([N:27]2[CH2:32][CH2:31][O:30][CH2:29][CH2:28]2)[CH:22]=1)N.C12(CS(O)(=O)=O)C(C)(C)C(CC1)CC2=O. Product: [N:27]1([C:23]2[N:24]=[CH:25][N:26]=[C:21]([N:19]3[C:3](=[O:18])[C:4]([C:9]4[S:10][C:11]([C:14]([F:15])([F:16])[F:17])=[N:12][N:13]=4)=[CH:5][NH:6]3)[CH:22]=2)[CH2:28][CH2:29][O:30][CH2:31][CH2:32]1. The catalyst class is: 5. (4) Reactant: [F:1][C:2]([F:32])([F:31])[C:3]1[N:8]=[CH:7][C:6]([NH:9][C:10]2[N:15]=[N:14][C:13]([C:16]3[CH:21]=[CH:20][C:19]([CH:22]4[CH2:27][CH2:26][CH:25]([CH2:28][C:29]#[N:30])[CH2:24][CH2:23]4)=[CH:18][CH:17]=3)=[CH:12][CH:11]=2)=[CH:5][CH:4]=1.CN(C=O)C.[N-:38]=[N+:39]=[N-:40].[Na+].[Cl-].[NH4+]. Product: [N:30]1[NH:38][N:39]=[N:40][C:29]=1[CH2:28][CH:25]1[CH2:24][CH2:23][CH:22]([C:19]2[CH:20]=[CH:21][C:16]([C:13]3[N:14]=[N:15][C:10]([NH:9][C:6]4[CH:7]=[N:8][C:3]([C:2]([F:1])([F:31])[F:32])=[CH:4][CH:5]=4)=[CH:11][CH:12]=3)=[CH:17][CH:18]=2)[CH2:27][CH2:26]1. The catalyst class is: 6. (5) Reactant: C[Si]([N-][Si](C)(C)C)(C)C.[Na+].O1CCCC1.[F:16][C:17]1[CH:22]=[C:21]([CH3:23])[CH:20]=[CH:19][N:18]=1.[N:24]1[CH:29]=[CH:28][CH:27]=[CH:26][C:25]=1[C:30](OCC)=[O:31].[OH-].[Na+]. Product: [F:16][C:17]1[CH:22]=[C:21]([CH2:23][C:30]([C:25]2[CH:26]=[CH:27][CH:28]=[CH:29][N:24]=2)=[O:31])[CH:20]=[CH:19][N:18]=1. The catalyst class is: 33. (6) Reactant: [Cl:1][C:2]1[CH:3]=[C:4]([CH:14]=[CH:15][C:16]=1[Cl:17])[O:5][CH:6]1[CH2:12][CH:11]2[NH:13][CH:8]([CH2:9][CH2:10]2)[CH2:7]1.Br[CH2:19][C:20]([O:22][CH2:23][CH3:24])=[O:21].C(N(CC)CC)C.[OH2:32]. Product: [C:4]([OH:32])(=[O:5])/[CH:14]=[CH:19]/[C:20]([OH:22])=[O:21].[CH2:23]([O:22][C:20](=[O:21])[CH2:19][N:13]1[CH:8]2[CH2:9][CH2:10][CH:11]1[CH2:12][CH:6]([O:5][C:4]1[CH:14]=[CH:15][C:16]([Cl:17])=[C:2]([Cl:1])[CH:3]=1)[CH2:7]2)[CH3:24]. The catalyst class is: 9.